This data is from Reaction yield outcomes from USPTO patents with 853,638 reactions. The task is: Predict the reaction yield, written as a fraction of the theoretical maximum amount of product (1.0 means a 100% yield; for example, 0.34 means a 34% yield). (1) The reactants are [Br:1][C:2]1[CH:15]=[C:14]([F:16])[CH:13]=[CH:12][C:3]=1[CH2:4][CH2:5][NH:6][C:7](=[O:11])[O:8][CH2:9][CH3:10].[C:17](O)(=O)C.S(=O)(=O)(O)O.C=O. The catalyst is O. The product is [Br:1][C:2]1[CH:15]=[C:14]([F:16])[CH:13]=[C:12]2[C:3]=1[CH2:4][CH2:5][N:6]([C:7]([O:8][CH2:9][CH3:10])=[O:11])[CH2:17]2. The yield is 0.230. (2) The reactants are [OH-].[Na+].[Cl:3][C:4]1[N:9]=[C:8]([N:10]2[CH2:15][CH2:14][O:13][CH2:12][C@H:11]2[CH3:16])[CH:7]=[C:6]([CH2:17][S:18]([CH3:20])=[O:19])[N:5]=1.Br[CH2:22][CH2:23][O:24][CH2:25][CH2:26]Br. The catalyst is [Br-].C([N+](CCCCCCCC)(CCCCCCCC)CCCCCCCC)CCCCCCC.CN1C2C(N=C(N)NC=2NCC1CNC1C=CC(C(NC(C(O)=O)CCC(O)=O)=O)=CC=1)=O. The product is [Cl:3][C:4]1[N:9]=[C:8]([N:10]2[CH2:15][CH2:14][O:13][CH2:12][C@H:11]2[CH3:16])[CH:7]=[C:6]([C:17]2([S:18]([CH3:20])=[O:19])[CH2:26][CH2:25][O:24][CH2:23][CH2:22]2)[N:5]=1. The yield is 0.500. (3) The reactants are COC1C=CC(C[N:8]2[CH2:17][C:16]([CH3:19])([CH3:18])[C:15]3[C:10](=[CH:11][C:12]([N+:20]([O-:22])=[O:21])=[CH:13][CH:14]=3)[C:9]2=[O:23])=CC=1.[N+]([O-])([O-])=O.[NH4+].[Ce]. The yield is 0.390. The catalyst is C(#N)C.O. The product is [CH3:18][C:16]1([CH3:19])[C:15]2[C:10](=[CH:11][C:12]([N+:20]([O-:22])=[O:21])=[CH:13][CH:14]=2)[C:9](=[O:23])[NH:8][CH2:17]1. (4) The reactants are [CH2:1]([N:7]1[C:12](=[O:13])[CH:11]2[CH:9]([C:10]2([C:19]2[CH:24]=[CH:23][CH:22]=[C:21]([N+:25]([O-])=O)[CH:20]=2)[CH2:14][C:15]([F:18])([F:17])[F:16])[C:8]1=[O:28])[CH2:2][CH2:3][CH2:4][CH2:5][CH3:6].[Cl-].[Ca+2].[Cl-]. The catalyst is C(O)C.O.[Fe]. The product is [CH2:1]([N:7]1[C:8](=[O:28])[CH:9]2[CH:11]([C:10]2([C:19]2[CH:24]=[CH:23][CH:22]=[C:21]([NH2:25])[CH:20]=2)[CH2:14][C:15]([F:16])([F:17])[F:18])[C:12]1=[O:13])[CH2:2][CH2:3][CH2:4][CH2:5][CH3:6]. The yield is 1.00. (5) The reactants are C([Li])CCC.Br[C:7]1[N:12]=[C:11]([CH3:13])[C:10]([O:14][CH:15]([F:17])[F:16])=[C:9]([CH3:18])[CH:8]=1.[Cl:19][C:20]1[CH:25]=[C:24]([C:26]([C:34]2[CH:39]=[CH:38][CH:37]=[C:36]([F:40])[C:35]=2[C:41]#[N:42])=[N:27]S(C(C)(C)C)=O)[CH:23]=[CH:22][N:21]=1.Cl.C(=O)(O)[O-].[Na+]. The catalyst is C1COCC1.CO.ClCCl. The product is [Cl:19][C:20]1[CH:25]=[C:24]([C:26]2([C:7]3[CH:8]=[C:9]([CH3:18])[C:10]([O:14][CH:15]([F:17])[F:16])=[C:11]([CH3:13])[N:12]=3)[C:34]3[C:35](=[C:36]([F:40])[CH:37]=[CH:38][CH:39]=3)[C:41]([NH2:42])=[N:27]2)[CH:23]=[CH:22][N:21]=1. The yield is 0.360. (6) The reactants are [Br:1][C:2]1[CH:3]=[C:4]([N+:18]([O-:20])=[O:19])[C:5](C2C=CC(C(OC)=O)=CC=2)=[N:6][CH:7]=1.[F:21][C:22]1[CH:27]=[CH:26][C:25]([S:28]([CH3:31])(=[O:30])=[O:29])=[CH:24][C:23]=1B1OC(C)(C)C(C)(C)O1. No catalyst specified. The product is [Br:1][C:2]1[CH:3]=[C:4]([N+:18]([O-:20])=[O:19])[C:5]([C:23]2[CH:24]=[C:25]([S:28]([CH3:31])(=[O:29])=[O:30])[CH:26]=[CH:27][C:22]=2[F:21])=[N:6][CH:7]=1. The yield is 0.520. (7) The reactants are [CH:1]1([NH:4][C:5]2[N:10]=[C:9](O)[C:8]([C:12]#[N:13])=[C:7]([C:14]3[CH:19]=[CH:18][CH:17]=[CH:16][C:15]=3[O:20][CH2:21][C:22]3[CH:27]=[CH:26][CH:25]=[CH:24][CH:23]=3)[N:6]=2)[CH2:3][CH2:2]1.O=P(Cl)(Cl)[Cl:30].C([O-])(O)=O.[Na+]. The catalyst is O1CCOCC1. The product is [Cl:30][C:9]1[C:8]([C:12]#[N:13])=[C:7]([C:14]2[CH:19]=[CH:18][CH:17]=[CH:16][C:15]=2[O:20][CH2:21][C:22]2[CH:27]=[CH:26][CH:25]=[CH:24][CH:23]=2)[N:6]=[C:5]([NH:4][CH:1]2[CH2:3][CH2:2]2)[N:10]=1. The yield is 0.920. (8) The reactants are [F:1][C:2]1[CH:3]=[C:4]([C:10]2[C:11]([C:17]3[CH:22]=[CH:21][C:20]([O:23][CH3:24])=[CH:19][CH:18]=3)=[CH:12][C:13](=[O:16])[NH:14][N:15]=2)[CH:5]=[CH:6][C:7]=1[O:8][CH3:9].[Cl:25][C:26]1[CH:35]=[CH:34][C:29]([CH:30]=[CH:31][CH2:32]Cl)=[CH:28][CH:27]=1. No catalyst specified. The product is [Cl:25][C:26]1[CH:35]=[CH:34][C:29]([CH:30]=[CH:31][CH2:32][N:14]2[C:13](=[O:16])[CH:12]=[C:11]([C:17]3[CH:18]=[CH:19][C:20]([O:23][CH3:24])=[CH:21][CH:22]=3)[C:10]([C:4]3[CH:5]=[CH:6][C:7]([O:8][CH3:9])=[C:2]([F:1])[CH:3]=3)=[N:15]2)=[CH:28][CH:27]=1. The yield is 0.725. (9) The reactants are [Cl:1][C:2]1[CH:7]=[CH:6][CH:5]=[C:4]([Cl:8])[C:3]=1[C:9]1[C:25](=[O:26])[N:24]([CH3:27])[C:12]2[N:13]=[C:14]([NH:17][C:18]3[CH:23]=[CH:22][N:21]=[CH:20][CH:19]=3)[N:15]=[CH:16][C:11]=2[CH:10]=1.[CH3:28]CN(CCOC1C=CC(NC2N=C3C(C=C(C4C(Cl)=CC=CC=4Cl)C(N3C)=O)=CN=2)=CC=1)CC.C1COCC1.[Br:68]C[C:70]1[N:71]([CH3:78])[CH:72]=[C:73]([N+:75]([O-:77])=[O:76])[N:74]=1. The catalyst is CN1C(=O)CCC1. The product is [Br-:68].[Cl:8][C:4]1[CH:5]=[CH:6][CH:7]=[C:2]([Cl:1])[C:3]=1[C:9]1[C:25](=[O:26])[N:24]([CH3:27])[C:12]2[N:13]=[C:14]([NH:17][C:18]3[CH:23]=[CH:22][N+:21]([CH2:28][C:72]4[N:71]([CH3:78])[CH:70]=[N:74][C:73]=4[N+:75]([O-:77])=[O:76])=[CH:20][CH:19]=3)[N:15]=[CH:16][C:11]=2[CH:10]=1. The yield is 0.650.